Dataset: Reaction yield outcomes from USPTO patents with 853,638 reactions. Task: Predict the reaction yield, written as a fraction of the theoretical maximum amount of product (1.0 means a 100% yield; for example, 0.34 means a 34% yield). The reactants are C([O:4][CH2:5][C:6]([CH3:53])([CH3:52])[CH2:7][N:8]1[C:14]2[CH:15]=[CH:16][C:17]([Cl:19])=[CH:18][C:13]=2[C@@H:12]([C:20]2[CH:25]=[CH:24][CH:23]=[C:22]([O:26][CH3:27])[C:21]=2[O:28][CH3:29])[O:11][C@H:10]([CH2:30][C:31]([NH:33][C:34]2[CH:35]=[C:36]([O:47][CH:48]([CH3:50])[CH3:49])[C:37]3[O:41][C:40]([C:42]([O:44]C)=[O:43])=[CH:39][C:38]=3[CH:46]=2)=[O:32])[C:9]1=[O:51])(=O)C.[OH-].[Na+].Cl. The catalyst is O1CCCC1.C(O)C. The product is [Cl:19][C:17]1[CH:16]=[CH:15][C:14]2[N:8]([CH2:7][C:6]([CH3:52])([CH3:53])[CH2:5][OH:4])[C:9](=[O:51])[C@@H:10]([CH2:30][C:31]([NH:33][C:34]3[CH:35]=[C:36]([O:47][CH:48]([CH3:49])[CH3:50])[C:37]4[O:41][C:40]([C:42]([OH:44])=[O:43])=[CH:39][C:38]=4[CH:46]=3)=[O:32])[O:11][C@H:12]([C:20]3[CH:25]=[CH:24][CH:23]=[C:22]([O:26][CH3:27])[C:21]=3[O:28][CH3:29])[C:13]=2[CH:18]=1. The yield is 0.942.